Dataset: Reaction yield outcomes from USPTO patents with 853,638 reactions. Task: Predict the reaction yield, written as a fraction of the theoretical maximum amount of product (1.0 means a 100% yield; for example, 0.34 means a 34% yield). (1) The reactants are [OH:1][C@:2]([C:26]1[CH:31]=[CH:30][CH:29]=[C:28]([OH:32])[CH:27]=1)([C:20]1[CH:25]=[CH:24][CH:23]=[CH:22][CH:21]=1)[C:3]([O:5][CH2:6][CH:7]1[CH2:12][CH2:11][N:10](C(OC(C)(C)C)=O)[CH2:9][CH2:8]1)=[O:4].[ClH:33].O1CCOCC1. The catalyst is O1CCOCC1. The product is [ClH:33].[OH:1][C@:2]([C:26]1[CH:31]=[CH:30][CH:29]=[C:28]([OH:32])[CH:27]=1)([C:20]1[CH:25]=[CH:24][CH:23]=[CH:22][CH:21]=1)[C:3]([O:5][CH2:6][CH:7]1[CH2:8][CH2:9][NH:10][CH2:11][CH2:12]1)=[O:4]. The yield is 0.970. (2) The reactants are [C:1]1([C:7]2[O:8][C:9]([C:15]([F:18])([F:17])[F:16])=[C:10]([C:12]([OH:14])=O)[N:11]=2)[CH:6]=[CH:5][CH:4]=[CH:3][CH:2]=1.[N:19]1([C:25]2[N:30]=[CH:29][C:28]([NH2:31])=[CH:27][CH:26]=2)[CH2:24][CH2:23][O:22][CH2:21][CH2:20]1.ON1C2C=CC=CC=2N=N1.Cl.C(N=C=NCCCN(C)C)C. The catalyst is ClCCl. The product is [N:19]1([C:25]2[N:30]=[CH:29][C:28]([NH:31][C:12]([C:10]3[N:11]=[C:7]([C:1]4[CH:2]=[CH:3][CH:4]=[CH:5][CH:6]=4)[O:8][C:9]=3[C:15]([F:18])([F:17])[F:16])=[O:14])=[CH:27][CH:26]=2)[CH2:24][CH2:23][O:22][CH2:21][CH2:20]1. The yield is 0.500.